From a dataset of Catalyst prediction with 721,799 reactions and 888 catalyst types from USPTO. Predict which catalyst facilitates the given reaction. Reactant: [C:1]([C:6]1[O:14][C:9]2=[CH:10][N:11]=[CH:12][CH:13]=[C:8]2[C:7]=1[NH:15]C(=O)OC(C)(C)C)(=[O:5])[CH2:2][CH2:3][CH3:4].C(O)(C(F)(F)F)=O. Product: [NH2:15][C:7]1[C:8]2[C:9](=[CH:10][N:11]=[CH:12][CH:13]=2)[O:14][C:6]=1[C:1](=[O:5])[CH2:2][CH2:3][CH3:4]. The catalyst class is: 2.